The task is: Predict which catalyst facilitates the given reaction.. This data is from Catalyst prediction with 721,799 reactions and 888 catalyst types from USPTO. Reactant: [Br:1][C:2]1[CH:3]=[CH:4][C:5]([C:8](Cl)=[N:9][OH:10])=[N:6][CH:7]=1.[CH2:12]([O:14][CH:15]([O:19][CH2:20][CH3:21])[CH2:16][CH:17]=[CH2:18])[CH3:13].Cl[O-].[Na+]. Product: [Br:1][C:2]1[CH:3]=[CH:4][C:5]([C:8]2[CH2:18][CH:17]([CH2:16][CH:15]([O:19][CH2:20][CH3:21])[O:14][CH2:12][CH3:13])[O:10][N:9]=2)=[N:6][CH:7]=1. The catalyst class is: 7.